From a dataset of Full USPTO retrosynthesis dataset with 1.9M reactions from patents (1976-2016). Predict the reactants needed to synthesize the given product. (1) Given the product [Br:1][C:2]1[CH:3]=[C:4]([C:8]2[CH:12]=[C:11]3[C:13]([OH:15])=[C:29]([C:30]([O:32][C:33]([CH3:36])([CH3:35])[CH3:34])=[O:31])[C:18]([CH3:19])=[CH:17][N:10]3[N:9]=2)[CH:5]=[CH:6][CH:7]=1, predict the reactants needed to synthesize it. The reactants are: [Br:1][C:2]1[CH:3]=[C:4]([C:8]2[CH:12]=[C:11]([C:13]([O:15]C)=O)[N:10]([CH2:17][C:18](=O)[CH3:19])[N:9]=2)[CH:5]=[CH:6][CH:7]=1.C(OP([CH2:29][C:30]([O:32][C:33]([CH3:36])([CH3:35])[CH3:34])=[O:31])(OCC)=O)C.CC([O-])(C)C.[K+]. (2) Given the product [F:35][C:2]([F:1])([CH3:34])[C:3]([NH:5][C@@H:6]([CH3:33])[C@H:7]([O:14][C:15]1[CH:16]=[C:17]2[C:21](=[CH:22][CH:23]=1)[N:20]([C:24]1[CH:32]=[CH:31][CH:30]=[C:26]([C:27]([N:29]3[CH2:40][CH2:41][NH:36][C:37](=[O:42])[CH2:38]3)=[O:28])[CH:25]=1)[N:19]=[CH:18]2)[C:8]1[CH:9]=[CH:10][CH:11]=[CH:12][CH:13]=1)=[O:4], predict the reactants needed to synthesize it. The reactants are: [F:1][C:2]([F:35])([CH3:34])[C:3]([NH:5][C@@H:6]([CH3:33])[C@H:7]([O:14][C:15]1[CH:16]=[C:17]2[C:21](=[CH:22][CH:23]=1)[N:20]([C:24]1[CH:25]=[C:26]([CH:30]=[CH:31][CH:32]=1)[C:27]([NH2:29])=[O:28])[N:19]=[CH:18]2)[C:8]1[CH:13]=[CH:12][CH:11]=[CH:10][CH:9]=1)=[O:4].[NH:36]1[CH2:41][CH2:40]N[CH2:38][C:37]1=[O:42]. (3) Given the product [Cl:1][C:2]1[CH:3]=[CH:4][C:5]([O:8][C:9]([N:10]([CH2:12][C@H:13]2[CH2:18][CH2:17][C@H:16]([CH2:19][CH2:20][CH2:21][O:22][S:25]([CH3:24])(=[O:27])=[O:26])[CH2:15][CH2:14]2)[CH3:11])=[O:23])=[CH:6][CH:7]=1, predict the reactants needed to synthesize it. The reactants are: [Cl:1][C:2]1[CH:7]=[CH:6][C:5]([O:8][C:9](=[O:23])[N:10]([CH2:12][C@H:13]2[CH2:18][CH2:17][C@H:16]([CH2:19][CH2:20][CH2:21][OH:22])[CH2:15][CH2:14]2)[CH3:11])=[CH:4][CH:3]=1.[CH3:24][S:25](Cl)(=[O:27])=[O:26]. (4) Given the product [C:12]([O:16][C:17]([N:19]1[CH2:27][C:26]2[CH:25]=[N:24][C:23]([S:30]([CH3:2])(=[O:33])=[O:31])=[N:22][C:21]=2[CH2:20]1)=[O:18])([CH3:15])([CH3:13])[CH3:14], predict the reactants needed to synthesize it. The reactants are: Cl[C:2]1C=CC=C(C(OO)=O)C=1.[C:12]([O:16][C:17]([N:19]1[CH2:27][C:26]2[CH:25]=[N:24][C:23](SC)=[N:22][C:21]=2[CH2:20]1)=[O:18])([CH3:15])([CH3:14])[CH3:13].[S:30]([O-:33])([O-])=[O:31].[Na+].[Na+].C(=O)([O-])O.[Na+]. (5) Given the product [CH2:1]([C:8]1[S:12][N:11]=[C:10]([C:13]([OH:15])=[O:14])[CH:9]=1)[C:2]1[CH:7]=[CH:6][CH:5]=[CH:4][CH:3]=1, predict the reactants needed to synthesize it. The reactants are: [CH2:1]([C:8]1[S:12][N:11]=[C:10]([C:13]([O:15]CC)=[O:14])[CH:9]=1)[C:2]1[CH:7]=[CH:6][CH:5]=[CH:4][CH:3]=1.C(O)C.[OH-].[K+].Cl. (6) Given the product [Cl:1][C:2]1[CH:3]=[C:4]([C:9]2([C:21]([F:22])([F:24])[F:23])[O:13][N:12]=[C:11]([C:14]3[CH:15]=[C:16]([NH:20][C:31](=[O:36])[CH2:32][CH2:33][CH2:34][CH3:35])[CH:17]=[CH:18][CH:19]=3)[CH2:10]2)[CH:5]=[C:6]([Cl:8])[CH:7]=1, predict the reactants needed to synthesize it. The reactants are: [Cl:1][C:2]1[CH:3]=[C:4]([C:9]2([C:21]([F:24])([F:23])[F:22])[O:13][N:12]=[C:11]([C:14]3[CH:15]=[C:16]([NH2:20])[CH:17]=[CH:18][CH:19]=3)[CH2:10]2)[CH:5]=[C:6]([Cl:8])[CH:7]=1.N1C=CC=CC=1.[C:31](Cl)(=[O:36])[CH2:32][CH2:33][CH2:34][CH3:35].C(=O)([O-])O.[Na+].